From a dataset of Reaction yield outcomes from USPTO patents with 853,638 reactions. Predict the reaction yield, written as a fraction of the theoretical maximum amount of product (1.0 means a 100% yield; for example, 0.34 means a 34% yield). (1) The reactants are [I-].[Li+].[C:3]([O:6][CH2:7][CH2:8][CH2:9][CH2:10][C:11]#[C:12][CH2:13][O:14][C:15]1[CH:20]=[CH:19][C:18]([S:21]([N:24]2[CH2:29][CH2:28][S:27][C:26]([CH3:31])([CH3:30])[C@@H:25]2[C:32]([O:34]C(C)(C)C)=[O:33])(=[O:23])=[O:22])=[CH:17][CH:16]=1)(=[O:5])[CH3:4]. No catalyst specified. The product is [C:3]([O:6][CH2:7][CH2:8][CH2:9][CH2:10][C:11]#[C:12][CH2:13][O:14][C:15]1[CH:16]=[CH:17][C:18]([S:21]([N:24]2[CH2:29][CH2:28][S:27][C:26]([CH3:30])([CH3:31])[C@@H:25]2[C:32]([OH:34])=[O:33])(=[O:22])=[O:23])=[CH:19][CH:20]=1)(=[O:5])[CH3:4]. The yield is 1.00. (2) The reactants are [Br:1][C:2]1[CH:3]=[C:4]([NH2:8])[CH:5]=[N:6][CH:7]=1.[Br:9][C:10]1[CH:15]=[CH:14][C:13]([S:16](Cl)(=[O:18])=[O:17])=[C:12]([Cl:20])[CH:11]=1. The catalyst is N1C=CC=CC=1. The product is [Br:9][C:10]1[CH:15]=[CH:14][C:13]([S:16]([NH:8][C:4]2[CH:5]=[N:6][CH:7]=[C:2]([Br:1])[CH:3]=2)(=[O:17])=[O:18])=[C:12]([Cl:20])[CH:11]=1. The yield is 0.720. (3) The reactants are C([N:8]1[CH2:13][CH2:12][N:11]([C:14]([O:16][C:17]([CH3:20])([CH3:19])[CH3:18])=[O:15])[C@H:10]([CH:21]([CH3:23])[CH3:22])[C:9]1=[O:24])C1C=CC=CC=1. The catalyst is C1COCC1. The product is [CH:21]([CH:10]1[C:9](=[O:24])[NH:8][CH2:13][CH2:12][N:11]1[C:14]([O:16][C:17]([CH3:19])([CH3:18])[CH3:20])=[O:15])([CH3:23])[CH3:22]. The yield is 0.590. (4) The reactants are [CH3:1][O:2][C@@H:3]1[C@H:7]([OH:8])[C@@H:6]([CH2:9][OH:10])[O:5][C@H:4]1[N:11]1[CH:18]=[C:17]([CH3:19])[C:15]([NH2:16])=[N:14][C:12]1=[O:13].[C:20](O[C:20](=[O:27])[C:21]1[CH:26]=[CH:25][CH:24]=[CH:23][CH:22]=1)(=[O:27])[C:21]1[CH:26]=[CH:25][CH:24]=[CH:23][CH:22]=1. The catalyst is CN(C=O)C. The product is [C:20]([NH:16][C:15]1[C:17]([CH3:19])=[CH:18][N:11]([C@@H:4]2[O:5][C@H:6]([CH2:9][OH:10])[C@@H:7]([OH:8])[C@H:3]2[O:2][CH3:1])[C:12](=[O:13])[N:14]=1)(=[O:27])[C:21]1[CH:26]=[CH:25][CH:24]=[CH:23][CH:22]=1. The yield is 0.760. (5) The reactants are [Cl:1][CH2:2][C:3](=[O:13])[C@H:4]([O:6][C:7](=[O:12])[C:8]([CH3:11])([CH3:10])[CH3:9])[CH3:5].[F:14][C:15]1[CH:20]=[C:19]([F:21])[CH:18]=[CH:17][C:16]=1[Mg]Br.[Cl-].[NH4+].O. The catalyst is C1(C)C=CC=CC=1. The product is [Cl:1][CH2:2][C:3]([C:18]1[CH:17]=[CH:16][C:15]([F:14])=[CH:20][C:19]=1[F:21])([OH:13])[CH:4]([O:6][C:7](=[O:12])[C:8]([CH3:9])([CH3:11])[CH3:10])[CH3:5]. The yield is 0.710.